Task: Predict which catalyst facilitates the given reaction.. Dataset: Catalyst prediction with 721,799 reactions and 888 catalyst types from USPTO Product: [F:13][C:2]([F:1])([C:6]1[N:11]=[CH:10][C:9]([F:12])=[CH:8][N:7]=1)[C:3]([OH:5])=[O:4]. Reactant: [F:1][C:2]([F:13])([C:6]1[N:11]=[CH:10][C:9]([F:12])=[CH:8][N:7]=1)[C:3]([O-:5])=[O:4].[Na+].Cl. The catalyst class is: 25.